From a dataset of Forward reaction prediction with 1.9M reactions from USPTO patents (1976-2016). Predict the product of the given reaction. Given the reactants [NH2:1][CH2:2][CH2:3][CH2:4][C:5]([OH:7])=O.[P:8]([OH:11])([OH:10])[OH:9].P(Cl)(Cl)Cl.C, predict the reaction product. The product is: [CH2:3]([CH2:2][NH2:1])[CH2:4][C:5]([P:8]([OH:11])([OH:10])=[O:9])([P:8]([OH:11])([OH:10])=[O:9])[OH:7].